The task is: Predict which catalyst facilitates the given reaction.. This data is from Catalyst prediction with 721,799 reactions and 888 catalyst types from USPTO. (1) Reactant: IC1C=CN=C2C=NN(C)C=12.I[C:13]1[C:14]2[C:15](=[CH:19][N:20]([CH3:22])[N:21]=2)[N:16]=[CH:17][CH:18]=1.[F:23][C:24]1[C:25]([C:31]2[CH:36]=[C:35]([NH2:37])[C:34]([CH3:38])=[CH:33][N:32]=2)=[N:26][C:27]([CH3:30])=[CH:28][CH:29]=1.CC1(C)C2C=CC=C(P(C3C=CC=CC=3)C3C=CC=CC=3)C=2OC2C1=CC=CC=2P(C1C=CC=CC=1)C1C=CC=CC=1.CC([O-])(C)C.[Na+]. Product: [F:23][C:24]1[C:25]([C:31]2[CH:36]=[C:35]([NH:37][C:13]3[C:14]4[C:15](=[CH:19][N:20]([CH3:22])[N:21]=4)[N:16]=[CH:17][CH:18]=3)[C:34]([CH3:38])=[CH:33][N:32]=2)=[N:26][C:27]([CH3:30])=[CH:28][CH:29]=1. The catalyst class is: 62. (2) Reactant: BrC1C=C(C(Cl)=O)C=CC=1.[CH3:11][O:12][C:13]1[CH:14]=[C:15]2[C:20](=[CH:21][C:22]=1[O:23][CH3:24])[N:19]=[CH:18][CH:17]=[C:16]2[O:25][C:26]1[CH:32]=[CH:31][C:29]([NH2:30])=[CH:28][CH:27]=1.[Br:33][C:34]1[CH:35]=[C:36]([C:40]([N:42]=[C:43]=[S:44])=[O:41])[CH:37]=[CH:38][CH:39]=1. Product: [Br:33][C:34]1[CH:35]=[C:36]([C:40]([N:42]=[C:43]=[S:44])=[O:41])[CH:37]=[CH:38][CH:39]=1.[Br:33][C:34]1[CH:35]=[C:36]([CH:37]=[CH:38][CH:39]=1)[C:40]([NH:42][C:43]([NH:30][C:29]1[CH:31]=[CH:32][C:26]([O:25][C:16]2[C:15]3[C:20](=[CH:21][C:22]([O:23][CH3:24])=[C:13]([O:12][CH3:11])[CH:14]=3)[N:19]=[CH:18][CH:17]=2)=[CH:27][CH:28]=1)=[S:44])=[O:41]. The catalyst class is: 234. (3) Reactant: [S:1](=[O:36])(=[O:35])([O:3][C:4]1[CH:9]=[CH:8][CH:7]=[C:6]([C:10]2[N:11]=[CH:12][N:13]([C:15](=[O:34])[N:16]([CH:18]3[CH2:23][CH2:22][N:21]([CH2:24][C:25]4[CH:33]=[CH:32][C:28]5[O:29][CH2:30][O:31][C:27]=5[CH:26]=4)[CH2:20][CH2:19]3)[CH3:17])[CH:14]=2)[CH:5]=1)[NH2:2].[ClH:37]. Product: [ClH:37].[S:1](=[O:35])(=[O:36])([O:3][C:4]1[CH:9]=[CH:8][CH:7]=[C:6]([C:10]2[N:11]=[CH:12][N:13]([C:15](=[O:34])[N:16]([CH:18]3[CH2:19][CH2:20][N:21]([CH2:24][C:25]4[CH:33]=[CH:32][C:28]5[O:29][CH2:30][O:31][C:27]=5[CH:26]=4)[CH2:22][CH2:23]3)[CH3:17])[CH:14]=2)[CH:5]=1)[NH2:2]. The catalyst class is: 370. (4) Reactant: [CH2:1]([C:3]1[N:7]([C:8]2[C:16]3[O:15][CH2:14][C@@H:13]([N:17](C(=O)C(F)(F)F)[C:18]4[CH:31]=[CH:30][C:21]5[C@H:22]([CH2:25][C:26]([O:28]C)=[O:27])[CH2:23][O:24][C:20]=5[CH:19]=4)[C:12]=3[CH:11]=[CH:10][CH:9]=2)[C:6]2[CH:38]=[C:39]([O:42][CH3:43])[CH:40]=[CH:41][C:5]=2[N:4]=1)[CH3:2].[OH-].[Na+].Cl. Product: [CH2:1]([C:3]1[N:7]([C:8]2[C:16]3[O:15][CH2:14][C@@H:13]([NH:17][C:18]4[CH:31]=[CH:30][C:21]5[C@H:22]([CH2:25][C:26]([OH:28])=[O:27])[CH2:23][O:24][C:20]=5[CH:19]=4)[C:12]=3[CH:11]=[CH:10][CH:9]=2)[C:6]2[CH:38]=[C:39]([O:42][CH3:43])[CH:40]=[CH:41][C:5]=2[N:4]=1)[CH3:2]. The catalyst class is: 193. (5) Reactant: C[Si]([N-][Si](C)(C)C)(C)C.[Li+].C1COCC1.[F:16][C:17]([F:29])([F:28])[C:18]([C:20]1[N:21]=[CH:22][N:23]2[CH:27]=[CH:26][S:25][C:24]=12)=[O:19].[CH2:30]([Sn:34](Cl)([CH2:39][CH2:40][CH2:41][CH3:42])[CH2:35][CH2:36][CH2:37][CH3:38])[CH2:31][CH2:32][CH3:33].[Cl-].[NH4+]. Product: [F:29][C:17]([F:16])([F:28])[C:18]([C:20]1[N:21]=[CH:22][N:23]2[CH:27]=[C:26]([Sn:34]([CH2:35][CH2:36][CH2:37][CH3:38])([CH2:39][CH2:40][CH2:41][CH3:42])[CH2:30][CH2:31][CH2:32][CH3:33])[S:25][C:24]=12)=[O:19]. The catalyst class is: 56. (6) Reactant: Cl.[C:2]1([N:8]2[C:20]3[CH2:19][NH:18][CH2:17][CH2:16][C:15]=3[C:14]3[C:9]2=[CH:10][CH:11]=[CH:12][CH:13]=3)[CH:7]=[CH:6][CH:5]=[CH:4][CH:3]=1.[Na+].[I-].C([O-])([O-])=O.[K+].[K+].Cl[CH2:30][C:31]([N:33]1[CH2:38][CH2:37][N:36]([CH:39]2[CH2:42][CH2:41][CH2:40]2)[CH2:35][CH2:34]1)=[O:32]. Product: [CH:39]1([N:36]2[CH2:37][CH2:38][N:33]([C:31](=[O:32])[CH2:30][N:18]3[CH2:17][CH2:16][C:15]4[C:14]5[C:9](=[CH:10][CH:11]=[CH:12][CH:13]=5)[N:8]([C:2]5[CH:3]=[CH:4][CH:5]=[CH:6][CH:7]=5)[C:20]=4[CH2:19]3)[CH2:34][CH2:35]2)[CH2:42][CH2:41][CH2:40]1. The catalyst class is: 291. (7) Reactant: [CH:1]([C:3]1[C:18]([O:19][CH2:20][C@@H:21]([NH:26][C:27](=[O:33])[O:28][C:29]([CH3:32])([CH3:31])[CH3:30])[CH2:22][CH:23]([CH3:25])[CH3:24])=[CH:17][C:6]2[N:7]([CH3:16])[C:8](=[O:15])[C:9]3[C:14]([C:5]=2[CH:4]=1)=[CH:13][CH:12]=[N:11][CH:10]=3)=[O:2].C([O-])([O-])=O.[K+].[K+].CC1C=CC(S([CH2:50][N+:51]#[C-:52])(=O)=O)=CC=1. Product: [CH3:24][CH:23]([CH3:25])[CH2:22][C@H:21]([NH:26][C:27](=[O:33])[O:28][C:29]([CH3:31])([CH3:30])[CH3:32])[CH2:20][O:19][C:18]1[C:3]([C:1]2[O:2][CH:52]=[N:51][CH:50]=2)=[CH:4][C:5]2[C:14]3[C:9](=[CH:10][N:11]=[CH:12][CH:13]=3)[C:8](=[O:15])[N:7]([CH3:16])[C:6]=2[CH:17]=1. The catalyst class is: 5. (8) Reactant: [H-].[Na+].[CH2:3]([O:5][C:6](=[O:25])[CH2:7][C:8]1[N:17]=[C:16]2[C:11]([CH2:12][CH2:13][CH2:14][N:15]2[C:18]([O:20][C:21]([CH3:24])([CH3:23])[CH3:22])=[O:19])=[CH:10][CH:9]=1)[CH3:4].[CH3:26]I. Product: [CH2:3]([O:5][C:6](=[O:25])[CH:7]([C:8]1[N:17]=[C:16]2[C:11]([CH2:12][CH2:13][CH2:14][N:15]2[C:18]([O:20][C:21]([CH3:24])([CH3:23])[CH3:22])=[O:19])=[CH:10][CH:9]=1)[CH3:26])[CH3:4]. The catalyst class is: 1. (9) Reactant: C([SiH2][O:6][C:7](C)(C)[C:8]1[CH:9]=[C:10]([C:14]([C:16]2[CH:21]=[CH:20][C:19]([F:22])=[CH:18][CH:17]=2)=[O:15])[CH:11]=[N:12][CH:13]=1)(C)(C)C.[F-].C([N+](CCCC)(CCCC)CCCC)CCC. Product: [F:22][C:19]1[CH:18]=[CH:17][C:16]([C:14]([C:10]2[CH:11]=[N:12][CH:13]=[C:8]([CH2:7][OH:6])[CH:9]=2)=[O:15])=[CH:21][CH:20]=1. The catalyst class is: 7. (10) Product: [C:26]([CH:23]1[CH2:24][CH2:25][C:20]([C:12]2[CH:13]=[CH:14][C:15]([NH2:17])=[CH:16][C:11]=2[N:8]2[CH2:9][CH2:10][N:5]([CH2:1][CH2:2][CH2:3][CH3:4])[CH2:6][CH2:7]2)=[CH:21][CH2:22]1)([CH3:29])([CH3:28])[CH3:27]. The catalyst class is: 186. Reactant: [CH2:1]([N:5]1[CH2:10][CH2:9][N:8]([C:11]2[CH:16]=[C:15]([N+:17]([O-])=O)[CH:14]=[CH:13][C:12]=2[C:20]2[CH2:25][CH2:24][CH:23]([C:26]([CH3:29])([CH3:28])[CH3:27])[CH2:22][CH:21]=2)[CH2:7][CH2:6]1)[CH2:2][CH2:3][CH3:4].[Cl-].[NH4+].